This data is from Reaction yield outcomes from USPTO patents with 853,638 reactions. The task is: Predict the reaction yield, written as a fraction of the theoretical maximum amount of product (1.0 means a 100% yield; for example, 0.34 means a 34% yield). (1) The reactants are [CH3:1][O:2][C:3]1[CH:23]=[CH:22][C:6]([CH2:7][N:8]2[N:12]=[N:11][C:10]([C:13]3[CH:14]=[C:15]([CH:19]=[CH:20][CH:21]=3)[C:16](O)=[O:17])=[N:9]2)=[CH:5][CH:4]=1.C(Cl)(=O)C([Cl:27])=O.CN(C=O)C. The catalyst is ClCCl. The product is [CH3:1][O:2][C:3]1[CH:23]=[CH:22][C:6]([CH2:7][N:8]2[N:12]=[N:11][C:10]([C:13]3[CH:14]=[C:15]([CH:19]=[CH:20][CH:21]=3)[C:16]([Cl:27])=[O:17])=[N:9]2)=[CH:5][CH:4]=1. The yield is 0.900. (2) The reactants are [CH3:1][C:2]1[N:10]([C:11]([C:13]2[CH:14]=[CH:15][C:16]([Cl:19])=[CH:17][CH:18]=2)=[O:12])[C:9]2[CH:8]=[CH:7][C:6]([O:20][CH3:21])=[CH:5][C:4]=2[C:3]=1[CH2:22][C:23]([OH:25])=[O:24].[CH:35]1(N=C=N[CH:35]2[CH2:40][CH2:39][CH2:38][CH2:37][CH2:36]2)[CH2:40][CH2:39][CH2:38][CH2:37][CH2:36]1.ON1C2C=CC=CC=2N=N1.[C:51]1([OH:57])C=CC=C[CH:52]=1. The catalyst is CN(C1C=CN=CC=1)C.ClCCl. The product is [OH:57][CH2:51][CH2:52][C:35]1[CH:36]=[CH:37][C:38]([O:24][C:23](=[O:25])[CH2:22][C:3]2[C:4]3[C:9](=[CH:8][CH:7]=[C:6]([O:20][CH3:21])[CH:5]=3)[N:10]([C:11](=[O:12])[C:13]3[CH:14]=[CH:15][C:16]([Cl:19])=[CH:17][CH:18]=3)[C:2]=2[CH3:1])=[CH:39][CH:40]=1. The yield is 0.900.